Dataset: NCI-60 drug combinations with 297,098 pairs across 59 cell lines. Task: Regression. Given two drug SMILES strings and cell line genomic features, predict the synergy score measuring deviation from expected non-interaction effect. (1) Drug 1: COC1=C(C=C2C(=C1)N=CN=C2NC3=CC(=C(C=C3)F)Cl)OCCCN4CCOCC4. Drug 2: COC1=NC(=NC2=C1N=CN2C3C(C(C(O3)CO)O)O)N. Cell line: MOLT-4. Synergy scores: CSS=74.8, Synergy_ZIP=1.33, Synergy_Bliss=2.19, Synergy_Loewe=1.67, Synergy_HSA=4.69. (2) Drug 1: C1=C(C(=O)NC(=O)N1)N(CCCl)CCCl. Drug 2: C1C(C(OC1N2C=NC3=C(N=C(N=C32)Cl)N)CO)O. Cell line: SF-295. Synergy scores: CSS=28.6, Synergy_ZIP=0.557, Synergy_Bliss=1.31, Synergy_Loewe=2.40, Synergy_HSA=2.39.